This data is from Full USPTO retrosynthesis dataset with 1.9M reactions from patents (1976-2016). The task is: Predict the reactants needed to synthesize the given product. (1) Given the product [CH3:1][O:2][C:3](=[O:27])[C:4]1[CH:9]=[C:8]([O:10][CH3:11])[CH:7]=[CH:6][C:5]=1[NH:12][C:13]1[N:17]([C:18]2[CH:23]=[CH:22][CH:21]=[CH:20][C:19]=2[CH3:24])[N:16]=[C:15]([CH3:25])[C:14]=1[C:38]1[CH:37]=[C:36]2[C:31](=[CH:30][C:29]=1[Cl:28])[N:32]=[CH:33][CH:34]=[N:35]2, predict the reactants needed to synthesize it. The reactants are: [CH3:1][O:2][C:3](=[O:27])[C:4]1[CH:9]=[C:8]([O:10][CH3:11])[CH:7]=[CH:6][C:5]=1[NH:12][C:13]1[N:17]([C:18]2[CH:23]=[CH:22][CH:21]=[CH:20][C:19]=2[CH3:24])[N:16]=[C:15]([CH3:25])[C:14]=1Br.[Cl:28][C:29]1[CH:30]=[C:31]2[C:36](=[CH:37][C:38]=1B1OC(C)(C)C(C)(C)O1)[N:35]=[CH:34][CH:33]=[N:32]2.C(=O)([O-])[O-].[Na+].[Na+].O. (2) Given the product [CH:9]1([C:12]2[CH:20]=[C:19]3[C:15](=[C:14]([F:22])[CH:13]=2)[C:3](=[O:2])[NH:4][CH:6]=[CH:21]3)[CH2:10][CH2:11]1, predict the reactants needed to synthesize it. The reactants are: C[O:2][CH:3](OC)[N:4]([CH3:6])C.[CH:9]1([C:12]2[CH:20]=[C:19]([CH3:21])[C:15](C(N)=O)=[C:14]([F:22])[CH:13]=2)[CH2:11][CH2:10]1.CC(C)([O-])C.[K+].C1COCC1.Cl. (3) Given the product [OH:16][CH2:15][C:14]1[CH:19]=[CH:20][C:21]([CH3:22])=[C:12]([CH:13]=1)[CH:10]=[O:23], predict the reactants needed to synthesize it. The reactants are: CC(C[AlH]CC(C)C)C.[C:10]([C:12]1[CH:13]=[C:14]([CH:19]=[CH:20][C:21]=1[CH3:22])[C:15](OC)=[O:16])#N.[OH2:23].Cl. (4) Given the product [Br:11][C:7]1[N:6]=[C:5]([C:1]([CH3:4])([CH3:2])[CH3:3])[N:9]([CH2:21][O:20][CH2:19][CH2:18][Si:15]([CH3:17])([CH3:16])[CH3:14])[C:8]=1[Br:10], predict the reactants needed to synthesize it. The reactants are: [C:1]([C:5]1[NH:6][C:7]([Br:11])=[C:8]([Br:10])[N:9]=1)([CH3:4])([CH3:3])[CH3:2].[H-].[Na+].[CH3:14][Si:15]([CH2:18][CH2:19][O:20][CH2:21]Cl)([CH3:17])[CH3:16].O.